From a dataset of Catalyst prediction with 721,799 reactions and 888 catalyst types from USPTO. Predict which catalyst facilitates the given reaction. (1) Reactant: [Cl:1][C:2]1[N:11]=[CH:10][CH:9]=[C:8]2[C:3]=1[CH:4]=[C:5]([C:20]1[CH:25]=[CH:24][CH:23]=[CH:22][CH:21]=1)[C:6]([C:12]1[CH:19]=[CH:18][C:15]([CH:16]=O)=[CH:14][CH:13]=1)=[N:7]2.[NH:26]1[CH:30]=[N:29][C:28]([CH:31]2[CH2:36][CH2:35][NH:34][CH2:33][CH2:32]2)=[N:27]1.C(N(CC)CC)C.C(O)(=O)C.C(O[BH-](OC(=O)C)OC(=O)C)(=O)C.[Na+]. Product: [Cl:1][C:2]1[N:11]=[CH:10][CH:9]=[C:8]2[C:3]=1[CH:4]=[C:5]([C:20]1[CH:25]=[CH:24][CH:23]=[CH:22][CH:21]=1)[C:6]([C:12]1[CH:19]=[CH:18][C:15]([CH2:16][N:34]3[CH2:33][CH2:32][CH:31]([C:28]4[NH:29][CH:30]=[N:26][N:27]=4)[CH2:36][CH2:35]3)=[CH:14][CH:13]=1)=[N:7]2. The catalyst class is: 514. (2) Reactant: FC(F)(F)S(O[C:7]1[C:16]2[C:11](=[C:12]([C:17]([F:20])([F:19])[F:18])[CH:13]=[CH:14][CH:15]=2)[N:10]=[CH:9][C:8]=1[C:21](=[O:28])[C:22]1[CH:27]=[CH:26][CH:25]=[CH:24][CH:23]=1)(=O)=O.[CH3:31][O:32][C:33]1[CH:38]=[CH:37][C:36](B(O)O)=[CH:35][CH:34]=1.[O-]P([O-])([O-])=O.[K+].[K+].[K+]. Product: [CH3:31][O:32][C:33]1[CH:38]=[CH:37][C:36]([C:7]2[C:16]3[C:11](=[C:12]([C:17]([F:18])([F:19])[F:20])[CH:13]=[CH:14][CH:15]=3)[N:10]=[CH:9][C:8]=2[C:21]([C:22]2[CH:27]=[CH:26][CH:25]=[CH:24][CH:23]=2)=[O:28])=[CH:35][CH:34]=1. The catalyst class is: 12. (3) Reactant: Br[C:2]1[N:7]=[C:6]2[N:8]([CH:12]([C:14]3[CH:19]=[CH:18][CH:17]=[CH:16][CH:15]=3)[CH3:13])[C:9](=[O:11])[NH:10][C:5]2=[N:4][CH:3]=1.[CH3:20][O:21][C:22]1[CH:23]=[C:24](B(O)O)[CH:25]=[C:26]([O:30][CH3:31])[C:27]=1[O:28][CH3:29].C(=O)([O-])[O-].[K+].[K+]. Product: [C:14]1([CH:12]([N:8]2[C:6]3=[N:7][C:2]([C:24]4[CH:25]=[C:26]([O:30][CH3:31])[C:27]([O:28][CH3:29])=[C:22]([O:21][CH3:20])[CH:23]=4)=[CH:3][N:4]=[C:5]3[NH:10][C:9]2=[O:11])[CH3:13])[CH:19]=[CH:18][CH:17]=[CH:16][CH:15]=1. The catalyst class is: 75. (4) Reactant: [CH3:1][O:2][C:3]1[CH:4]=[C:5]2[C:10](=[CH:11][C:12]=1[O:13][CH3:14])[N:9]=[CH:8][N:7]=[C:6]2[O:15][C:16]1[CH:22]=[CH:21][C:19]([NH2:20])=[CH:18][CH:17]=1.C1(C)C=CC=CC=1.C(N(CC)CC)C.Cl[C:38](Cl)([O:40]C(=O)OC(Cl)(Cl)Cl)Cl.[Br:49][C:50]1[CH:58]=[CH:57][CH:56]=[CH:55][C:51]=1[CH:52]([OH:54])[CH3:53]. Product: [CH3:1][O:2][C:3]1[CH:4]=[C:5]2[C:10](=[CH:11][C:12]=1[O:13][CH3:14])[N:9]=[CH:8][N:7]=[C:6]2[O:15][C:16]1[CH:22]=[CH:21][C:19]([NH:20][C:38](=[O:40])[O:54][CH:52]([C:51]2[CH:55]=[CH:56][CH:57]=[CH:58][C:50]=2[Br:49])[CH3:53])=[CH:18][CH:17]=1. The catalyst class is: 2. (5) Product: [CH2:1]([O:4][C:5]([NH:7][C:8]1[CH:13]=[CH:12][C:11]([C:14]2[O:15][C:16]3[C:24]([F:25])=[C:23]([CH2:26][O:27][C:28]([O:30][CH2:31][CH:32]=[CH2:33])=[O:29])[C:22]([F:34])=[C:21]([NH:35][C:36](=[O:39])[CH2:37][N:43]([CH3:44])[CH3:42])[C:17]=3[C:18](=[O:20])[CH:19]=2)=[CH:10][C:9]=1[F:40])=[O:6])[CH:2]=[CH2:3]. Reactant: [CH2:1]([O:4][C:5]([NH:7][C:8]1[CH:13]=[CH:12][C:11]([C:14]2[O:15][C:16]3[C:24]([F:25])=[C:23]([CH2:26][O:27][C:28]([O:30][CH2:31][CH:32]=[CH2:33])=[O:29])[C:22]([F:34])=[C:21]([NH:35][C:36](=[O:39])[CH2:37]Cl)[C:17]=3[C:18](=[O:20])[CH:19]=2)=[CH:10][C:9]=1[F:40])=[O:6])[CH:2]=[CH2:3].Cl.[CH3:42][NH:43][CH3:44].C(N(C(C)C)CC)(C)C.O. The catalyst class is: 9.